From a dataset of NCI-60 drug combinations with 297,098 pairs across 59 cell lines. Regression. Given two drug SMILES strings and cell line genomic features, predict the synergy score measuring deviation from expected non-interaction effect. Drug 1: C(=O)(N)NO. Drug 2: CC(C)(C#N)C1=CC(=CC(=C1)CN2C=NC=N2)C(C)(C)C#N. Cell line: 786-0. Synergy scores: CSS=-2.80, Synergy_ZIP=2.91, Synergy_Bliss=3.32, Synergy_Loewe=-3.02, Synergy_HSA=-1.04.